Dataset: Reaction yield outcomes from USPTO patents with 853,638 reactions. Task: Predict the reaction yield, written as a fraction of the theoretical maximum amount of product (1.0 means a 100% yield; for example, 0.34 means a 34% yield). (1) The reactants are [Cl:1][C:2]1[CH:3]=[CH:4][C:5]2[S:9][CH:8]=[C:7]([CH2:10][C:11]#[N:12])[C:6]=2[CH:13]=1.[C:14](O[C:14]([O:16][C:17]([CH3:20])([CH3:19])[CH3:18])=[O:15])([O:16][C:17]([CH3:20])([CH3:19])[CH3:18])=[O:15].[BH4-].[Na+]. The catalyst is CO.C(OCC)(=O)C.O.O.O.O.O.O.[Ni](Cl)Cl. The product is [Cl:1][C:2]1[CH:3]=[CH:4][C:5]2[S:9][CH:8]=[C:7]([CH2:10][CH2:11][NH:12][C:14](=[O:15])[O:16][C:17]([CH3:20])([CH3:19])[CH3:18])[C:6]=2[CH:13]=1. The yield is 0.980. (2) The reactants are [NH2:1][C:2](=[S:14])[CH2:3][C:4]1[CH:5]=[C:6]([CH:11]=[CH:12][CH:13]=1)[C:7]([O:9][CH3:10])=[O:8].[C:15]([O:18][CH2:19][CH2:20][C:21](=O)[CH2:22]Br)(=[O:17])[CH3:16]. The catalyst is C(O)C. The product is [C:15]([O:18][CH2:19][CH2:20][C:21]1[N:1]=[C:2]([CH2:3][C:4]2[CH:5]=[C:6]([CH:11]=[CH:12][CH:13]=2)[C:7]([O:9][CH3:10])=[O:8])[S:14][CH:22]=1)(=[O:17])[CH3:16]. The yield is 0.130. (3) The reactants are [Cl:1][C:2]1[CH:7]=[C:6]2[NH:8][C:9](=[O:31])[C:10]3([CH:15]([C:16]4[CH:21]=[CH:20][CH:19]=[C:18]([Cl:22])[CH:17]=4)[CH2:14][C:13](=[O:23])[N:12]([CH2:24][C:25](F)=[O:26])[CH:11]3[C:28]([CH3:30])=[CH2:29])[C:5]2=[CH:4][CH:3]=1.[CH3:32][S:33]([N:36]1[CH2:41][CH2:40][CH:39]([NH2:42])[CH2:38][CH2:37]1)(=[O:35])=[O:34].CN1CCOCC1. The catalyst is CN(C)C1C=CN=CC=1.O1CCCC1. The product is [Cl:1][C:2]1[CH:7]=[C:6]2[NH:8][C:9](=[O:31])[C:10]3([CH:15]([C:16]4[CH:21]=[CH:20][CH:19]=[C:18]([Cl:22])[CH:17]=4)[CH2:14][C:13](=[O:23])[N:12]([CH2:24][C:25]([NH:42][CH:39]4[CH2:40][CH2:41][N:36]([S:33]([CH3:32])(=[O:35])=[O:34])[CH2:37][CH2:38]4)=[O:26])[CH:11]3[C:28]([CH3:30])=[CH2:29])[C:5]2=[CH:4][CH:3]=1. The yield is 0.383. (4) The reactants are N[N:2]1[C:7](=[O:8])[C:6]([C:9]2[NH:14][C:13]3[CH:15]=[CH:16][CH:17]=[CH:18][C:12]=3[S:11](=[O:20])(=[O:19])[N:10]=2)=[C:5]([OH:21])[C:4]2[S:22][CH:23]=[CH:24][C:3]1=2.[CH:25](=O)[CH2:26][CH2:27][CH3:28].C[N:31](C)C(=O)C. No catalyst specified. The product is [CH:25](=[N:31][C:23]1[S:22][C:4]2[C:5]([OH:21])=[C:6]([C:9]3[NH:14][C:13]4[CH:15]=[CH:16][CH:17]=[CH:18][C:12]=4[S:11](=[O:20])(=[O:19])[N:10]=3)[C:7](=[O:8])[NH:2][C:3]=2[CH:24]=1)[CH2:26][CH2:27][CH3:28]. The yield is 0.650. (5) The reactants are [F:1][C:2]1[CH:10]=[C:9]2[C:5]([C:6]([C:20]3[CH:21]=[N:22][N:23]([CH2:25][CH2:26][NH:27]C(=O)OC(C)(C)C)[CH:24]=3)=[CH:7][N:8]2[S:11]([C:14]2[CH:19]=[CH:18][CH:17]=[CH:16][CH:15]=2)(=[O:13])=[O:12])=[CH:4][CH:3]=1.[ClH:35]. The catalyst is O1CCOCC1. The product is [ClH:35].[F:1][C:2]1[CH:10]=[C:9]2[C:5]([C:6]([C:20]3[CH:21]=[N:22][N:23]([CH2:25][CH2:26][NH2:27])[CH:24]=3)=[CH:7][N:8]2[S:11]([C:14]2[CH:15]=[CH:16][CH:17]=[CH:18][CH:19]=2)(=[O:13])=[O:12])=[CH:4][CH:3]=1. The yield is 0.680. (6) The reactants are [Cl:1][C:2]1[CH:7]=[CH:6][CH:5]=[CH:4][C:3]=1[C:8]1[N:9]([C:31]2[CH:36]=[CH:35][C:34]([Cl:37])=[CH:33][CH:32]=2)[C:10]2[C:15]([N:16]=1)=[C:14]([NH:17][C@@H:18]1[CH2:23][CH2:22][CH2:21][N:20](C(OC(C)(C)C)=O)[CH2:19]1)[N:13]=[CH:12][N:11]=2.FC(F)(F)C(O)=O. The catalyst is ClCCl. The product is [Cl:1][C:2]1[CH:7]=[CH:6][CH:5]=[CH:4][C:3]=1[C:8]1[N:9]([C:31]2[CH:32]=[CH:33][C:34]([Cl:37])=[CH:35][CH:36]=2)[C:10]2[C:15]([N:16]=1)=[C:14]([NH:17][C@@H:18]1[CH2:23][CH2:22][CH2:21][NH:20][CH2:19]1)[N:13]=[CH:12][N:11]=2. The yield is 0.790. (7) The reactants are [CH3:1][N:2]([CH:10]1[CH2:15][CH2:14][N:13]([CH3:16])[CH2:12][CH2:11]1)[C:3]1[CH:8]=[CH:7][CH:6]=[C:5]([NH2:9])[N:4]=1.[F:17][C:18]1[CH:26]=[CH:25][CH:24]=[C:23]([F:27])[C:19]=1[C:20]([Cl:22])=[O:21]. The catalyst is O1CCOCC1. The product is [ClH:22].[F:17][C:18]1[CH:26]=[CH:25][CH:24]=[C:23]([F:27])[C:19]=1[C:20]([NH:9][C:5]1[CH:6]=[CH:7][CH:8]=[C:3]([N:2]([CH3:1])[CH:10]2[CH2:15][CH2:14][N:13]([CH3:16])[CH2:12][CH2:11]2)[N:4]=1)=[O:21]. The yield is 0.800. (8) The reactants are [CH3:1][O:2][C:3]([CH:5](P(OC)(OC)=O)[NH:6][C:7]([O:9][CH2:10][C:11]1[CH:16]=[CH:15][CH:14]=[CH:13][CH:12]=1)=[O:8])=[O:4].CN(C)C(N(C)C)=N.[CH3:31][C:32]1[CH:33]=[C:34]([CH:37]=[C:38]([N+:43]([O-:45])=[O:44])[C:39]=1[N+:40]([O-:42])=[O:41])[CH:35]=O. The catalyst is O1CCCC1. The product is [CH3:1][O:2][C:3](/[C:5](/[NH:6][C:7](=[O:8])[O:9][CH2:10][C:11]1[CH:12]=[CH:13][CH:14]=[CH:15][CH:16]=1)=[CH:35]/[C:34]1[CH:37]=[C:38]([N+:43]([O-:45])=[O:44])[C:39]([N+:40]([O-:42])=[O:41])=[C:32]([CH3:31])[CH:33]=1)=[O:4]. The yield is 0.620. (9) The reactants are Br[C:2]1[CH:11]=[C:10]([CH3:12])[CH:9]=[CH:8][C:3]=1[C:4]([O:6][CH3:7])=[O:5].[CH2:13]([Sn](CCCC)(CCCC)CCCC)[CH:14]=[CH2:15].[Cl-].[Li+]. The catalyst is CN(C=O)C.C(#N)C.Cl[Pd](Cl)([P](C1C=CC=CC=1)(C1C=CC=CC=1)C1C=CC=CC=1)[P](C1C=CC=CC=1)(C1C=CC=CC=1)C1C=CC=CC=1. The product is [CH2:15]([C:2]1[CH:11]=[C:10]([CH3:12])[CH:9]=[CH:8][C:3]=1[C:4]([O:6][CH3:7])=[O:5])[CH:14]=[CH2:13]. The yield is 0.790.